From a dataset of Peptide-MHC class II binding affinity with 134,281 pairs from IEDB. Regression. Given a peptide amino acid sequence and an MHC pseudo amino acid sequence, predict their binding affinity value. This is MHC class II binding data. (1) The peptide sequence is NYPIVQNLQGQMVHQAISPR. The MHC is H-2-IAb with pseudo-sequence H-2-IAb. The binding affinity (normalized) is 0.276. (2) The peptide sequence is TQAFSAHGSGREVID. The MHC is HLA-DQA10501-DQB10303 with pseudo-sequence HLA-DQA10501-DQB10303. The binding affinity (normalized) is 0.393. (3) The peptide sequence is EEDIKIIPIQEEEY. The MHC is HLA-DPA10301-DPB10402 with pseudo-sequence HLA-DPA10301-DPB10402. The binding affinity (normalized) is 0.437. (4) The peptide sequence is TACLSKAYANMWSLM. The MHC is HLA-DQA10501-DQB10402 with pseudo-sequence HLA-DQA10501-DQB10402. The binding affinity (normalized) is 0.351. (5) The binding affinity (normalized) is 0.581. The peptide sequence is LAVLRKVKRVVASLM. The MHC is H-2-IAd with pseudo-sequence H-2-IAd. (6) The peptide sequence is FASEFKSRFFIWSQE. The MHC is DRB1_0101 with pseudo-sequence DRB1_0101. The binding affinity (normalized) is 0.304. (7) The peptide sequence is KDPYGATISATPESA. The MHC is HLA-DPA10201-DPB10101 with pseudo-sequence HLA-DPA10201-DPB10101. The binding affinity (normalized) is 0.327.